This data is from Catalyst prediction with 721,799 reactions and 888 catalyst types from USPTO. The task is: Predict which catalyst facilitates the given reaction. (1) Reactant: C(OP(OCC)(C1C=CC=CC=1)(C1C=CC=CC=1)C1C=CC=CC=1)C.O[CH2:27][CH2:28][C:29]1([SH:40])[CH2:32][N:31]([C:33]([O:35][C:36]([CH3:39])([CH3:38])[CH3:37])=[O:34])[CH2:30]1. Product: [S:40]1[C:29]2([CH2:32][N:31]([C:33]([O:35][C:36]([CH3:39])([CH3:38])[CH3:37])=[O:34])[CH2:30]2)[CH2:28][CH2:27]1. The catalyst class is: 260. (2) Reactant: [NH2:1][CH:2]([CH3:7])[CH2:3][C:4]([OH:6])=[O:5].C(N(CC)CC)C.FC1C(F)=C(F)C(F)=C([O:22][C:23]([CH2:25][CH2:26][CH2:27][CH2:28][C@H:29]2[C@@H:37]3[C@@H:32]([NH:33][C:34]([NH:36]3)=[O:35])[CH2:31][S:30]2)=O)C=1. Product: [C:23]([NH:1][CH:2]([CH3:7])[CH2:3][C:4]([OH:6])=[O:5])(=[O:22])[CH2:25][CH2:26][CH2:27][CH2:28][C@H:29]1[C@@H:37]2[C@@H:32]([NH:33][C:34]([NH:36]2)=[O:35])[CH2:31][S:30]1. The catalyst class is: 3. (3) Reactant: [F:1][C:2]1[CH:3]=[C:4]2[C:8](=[CH:9][C:10]=1[F:11])[CH2:7][C:6]([NH:15][C:16](=[O:27])[C:17]1[CH:22]=[CH:21][CH:20]=[C:19]([CH3:23])[C:18]=1[CH:24]=[CH:25][CH3:26])([C:12]([OH:14])=[O:13])[CH2:5]2. Product: [F:1][C:2]1[CH:3]=[C:4]2[C:8](=[CH:9][C:10]=1[F:11])[CH2:7][C:6]([NH:15][C:16](=[O:27])[C:17]1[CH:22]=[CH:21][CH:20]=[C:19]([CH3:23])[C:18]=1[CH2:24][CH2:25][CH3:26])([C:12]([OH:14])=[O:13])[CH2:5]2. The catalyst class is: 50. (4) Reactant: [O:1]1[CH2:6][CH2:5][O:4][CH2:3][C@@H:2]1[CH2:7][OH:8].N1C=CC=CC=1.[C:15]1([CH3:25])[CH:20]=[CH:19][C:18]([S:21](Cl)(=[O:23])=[O:22])=[CH:17][CH:16]=1. Product: [CH3:25][C:15]1[CH:20]=[CH:19][C:18]([S:21]([O:8][CH2:7][C@H:2]2[CH2:3][O:4][CH2:5][CH2:6][O:1]2)(=[O:23])=[O:22])=[CH:17][CH:16]=1. The catalyst class is: 4.